From a dataset of Experimental lipophilicity measurements (octanol/water distribution) for 4,200 compounds from AstraZeneca. Regression/Classification. Given a drug SMILES string, predict its absorption, distribution, metabolism, or excretion properties. Task type varies by dataset: regression for continuous measurements (e.g., permeability, clearance, half-life) or binary classification for categorical outcomes (e.g., BBB penetration, CYP inhibition). For this dataset (lipophilicity_astrazeneca), we predict Y. (1) The molecule is N#CC1(NC(=O)[C@@H]2CCCC[C@H]2C(=O)N2CCN(c3nc4c(s3)COCC4)CC2)CC1. The Y is 1.42 logD. (2) The compound is Nc1ccc2cn[nH]c2c1. The Y is 0.520 logD. (3) The Y is 2.45 logD. The drug is CN1CCN(CCOc2n[nH]c3ncnc(Nc4ccc(OCc5ccccn5)c(Cl)c4)c23)CC1. (4) The compound is CCN(CC)C(=O)c1ccc(C(=C2CCN(Cc3ccc(F)cc3)CC2)c2ccc(NC(=O)OC)cc2)cc1. The Y is 4.01 logD. (5) The molecule is CO[C@H]1CN(Cc2ccc(C(F)(F)F)cc2)CC[C@H]1N(C)C(=O)Cc1ccc(-n2cnnn2)cc1. The Y is 3.00 logD. (6) The molecule is Oc1cc(-c2ccccc2)nc2ccccc12. The Y is 2.54 logD. (7) The molecule is COC(=O)c1ccc2c(c1)N(CCN1CCC(NCc3ccc4c(n3)NC(=O)CO4)CC1)C(=O)CO2. The Y is 0.830 logD. (8) The molecule is CC(=O)NC1CN(c2ccc(Nc3ncc(F)c(-c4cnc(C)n4C(C)C)n3)cc2)C1. The Y is 2.76 logD. (9) The compound is O=c1[nH]c2c(O)ccc([C@@H](O)CNCCc3cccc(CNCCc4c(Cl)cccc4Cl)c3)c2s1. The Y is 3.15 logD. (10) The drug is Cc1nc(CS(=O)(=O)c2ccccc2)cc(N2CCOCC2)n1. The Y is 1.07 logD.